From a dataset of Forward reaction prediction with 1.9M reactions from USPTO patents (1976-2016). Predict the product of the given reaction. (1) Given the reactants O.[OH-].[Li+].[Cl:4][C:5]1[N:10]=[C:9]([CH2:11][CH2:12][CH2:13][C:14]([O:16]CC)=[O:15])[CH:8]=[CH:7][CH:6]=1.CO.C(O)(=O)CC(CC(O)=O)(C(O)=O)O, predict the reaction product. The product is: [Cl:4][C:5]1[N:10]=[C:9]([CH2:11][CH2:12][CH2:13][C:14]([OH:16])=[O:15])[CH:8]=[CH:7][CH:6]=1. (2) Given the reactants [CH:1]1[C:10]2[C:5](=[CH:6][CH:7]=[CH:8][CH:9]=2)[CH:4]=[C:3]([NH2:11])[N:2]=1.[Cl:12]N1C(=O)CCC1=O, predict the reaction product. The product is: [Cl:12][C:4]1[C:5]2[C:10](=[CH:9][CH:8]=[CH:7][CH:6]=2)[CH:1]=[N:2][C:3]=1[NH2:11]. (3) Given the reactants [C:1]([CH:4]([CH2:28]/[CH:29]=[CH:30]/[C:31]1[CH:36]=[CH:35][CH:34]=[CH:33][CH:32]=1)[C:5]([NH:7][CH:8]([C:10]1[C:11](=[O:27])[NH:12][C:13]([CH2:16][C:17]2[CH:22]=[CH:21][C:20]([O:23][CH3:24])=[C:19]([O:25][CH3:26])[CH:18]=2)=[N:14][N:15]=1)[CH3:9])=O)(=[O:3])[CH3:2].P(Cl)(Cl)(Cl)=O, predict the reaction product. The product is: [C:1]([CH:4]([C:5]1[N:15]2[C:10]([C:11](=[O:27])[NH:12][C:13]([CH2:16][C:17]3[CH:22]=[CH:21][C:20]([O:23][CH3:24])=[C:19]([O:25][CH3:26])[CH:18]=3)=[N:14]2)=[C:8]([CH3:9])[N:7]=1)[CH2:28]/[CH:29]=[CH:30]/[C:31]1[CH:36]=[CH:35][CH:34]=[CH:33][CH:32]=1)(=[O:3])[CH3:2]. (4) Given the reactants [C:1]1([C:7]2[C:11]3[CH2:12][NH:13][CH2:14][CH2:15][C:10]=3[NH:9][N:8]=2)[CH:6]=[CH:5][CH:4]=[CH:3][CH:2]=1.[OH:16][CH:17]([C:22]1[CH:27]=[CH:26][CH:25]=[CH:24][CH:23]=1)[CH2:18][C:19](O)=[O:20].CN(C(ON1N=NC2C=CC=NC1=2)=[N+](C)C)C.F[P-](F)(F)(F)(F)F.CCN(C(C)C)C(C)C, predict the reaction product. The product is: [OH:16][CH:17]([C:22]1[CH:27]=[CH:26][CH:25]=[CH:24][CH:23]=1)[CH2:18][C:19]([N:13]1[CH2:14][CH2:15][C:10]2[NH:9][N:8]=[C:7]([C:1]3[CH:2]=[CH:3][CH:4]=[CH:5][CH:6]=3)[C:11]=2[CH2:12]1)=[O:20].